From a dataset of Experimentally validated miRNA-target interactions with 360,000+ pairs, plus equal number of negative samples. Binary Classification. Given a miRNA mature sequence and a target amino acid sequence, predict their likelihood of interaction. The miRNA is hsa-miR-3163 with sequence UAUAAAAUGAGGGCAGUAAGAC. The protein sequence of the target gene is MATVAEQWVLVEMVQALYEAPAYHLILEGILILWIIRLVFSKTYKLQERSDLTAKEKEELIEEWQPEPLVPPVSKNHPALNYNIVSGPPTHNIVVNGKECVNFASFNFLGLLANPRVKATAFSSLKKYGVGTCGPRGFYGTFDVHLDLEERLAKFMKTEEAIIYSYGFSTIASAIPAYSKRGDIIFVDSAACFAIQKGLQASRSDIKLFKHNDVADLERLLKEQEIEDQKNPRKARVTRRFIVVEGLYMNTGTICPLPELVKLKYKYKARIFLEESLSFGVLGEHGRGVTEHYGISIDDI.... Result: 0 (no interaction).